From a dataset of Reaction yield outcomes from USPTO patents with 853,638 reactions. Predict the reaction yield, written as a fraction of the theoretical maximum amount of product (1.0 means a 100% yield; for example, 0.34 means a 34% yield). (1) The reactants are [CH3:1][O:2][C:3]([C:5]1[C:10]([CH:11]=[CH2:12])=[C:9]([NH2:13])[N:8]=[C:7]([C:14]2[CH:19]=[CH:18][C:17]([Cl:20])=[C:16]([O:21][CH3:22])[C:15]=2[F:23])[N:6]=1)=[O:4].[Br:24]Br.C(N(CC)CC)C. The catalyst is C(Cl)(Cl)Cl. The product is [CH3:1][O:2][C:3]([C:5]1[C:10](/[CH:11]=[CH:12]/[Br:24])=[C:9]([NH2:13])[N:8]=[C:7]([C:14]2[CH:19]=[CH:18][C:17]([Cl:20])=[C:16]([O:21][CH3:22])[C:15]=2[F:23])[N:6]=1)=[O:4]. The yield is 0.560. (2) The reactants are [C:1]([NH:4][C:5]1[CH:9]=[CH:8][N:7]([C:10]2[CH:15]=[CH:14][C:13]([O:16][CH3:17])=[CH:12][CH:11]=2)[C:6]=1[C:18]([O:20][CH2:21][CH3:22])=[O:19])(=[O:3])[CH3:2].C1C(=O)N([Cl:30])C(=O)C1. The catalyst is O1CCCC1. The product is [C:1]([NH:4][C:5]1[CH:9]=[C:8]([Cl:30])[N:7]([C:10]2[CH:15]=[CH:14][C:13]([O:16][CH3:17])=[CH:12][CH:11]=2)[C:6]=1[C:18]([O:20][CH2:21][CH3:22])=[O:19])(=[O:3])[CH3:2]. The yield is 0.860. (3) The reactants are C[O:2][C:3]([C:5]1[C:10]([NH:11][C:12]2[CH:17]=[CH:16][C:15]([Br:18])=[CH:14][C:13]=2[F:19])=[C:9]([F:20])[C:8](=[O:21])[NH:7][CH:6]=1)=[O:4].C1COCC1.[Li+].[OH-].Cl. The catalyst is CO. The product is [Br:18][C:15]1[CH:16]=[CH:17][C:12]([NH:11][C:10]2[C:5]([C:3]([OH:4])=[O:2])=[CH:6][NH:7][C:8](=[O:21])[C:9]=2[F:20])=[C:13]([F:19])[CH:14]=1. The yield is 0.990. (4) The reactants are [F:1][C:2]1[CH:8]=[C:7]([F:9])[CH:6]=[CH:5][C:3]=1[NH2:4].N1C=CC=CC=1.Cl[C:17]([O:19][C:20]1[CH:25]=[CH:24][CH:23]=[CH:22][CH:21]=1)=[O:18].O. The catalyst is O1CCCC1.C(OCC)(=O)C. The product is [F:1][C:2]1[CH:8]=[C:7]([F:9])[CH:6]=[CH:5][C:3]=1[NH:4][C:17](=[O:18])[O:19][C:20]1[CH:25]=[CH:24][CH:23]=[CH:22][CH:21]=1. The yield is 0.858.